This data is from Full USPTO retrosynthesis dataset with 1.9M reactions from patents (1976-2016). The task is: Predict the reactants needed to synthesize the given product. (1) Given the product [Cl:1][C:2]1[C:10]2[N:9]=[C:8]3[N:11]([C:15]4[CH:20]=[CH:19][C:18]([Cl:21])=[CH:17][C:16]=4[Cl:22])[CH2:12][CH2:13][CH2:14][N:7]3[C:6]=2[C:5]([CH:23]([F:37])[CH2:24][CH3:25])=[CH:4][CH:3]=1, predict the reactants needed to synthesize it. The reactants are: [Cl:1][C:2]1[C:10]2[N:9]=[C:8]3[N:11]([C:15]4[CH:20]=[CH:19][C:18]([Cl:21])=[CH:17][C:16]=4[Cl:22])[CH2:12][CH2:13][CH2:14][N:7]3[C:6]=2[C:5]([CH:23](O)[CH2:24][CH3:25])=[CH:4][CH:3]=1.COCCN(S(F)(F)[F:37])CCOC. (2) Given the product [F:26][C:25]1[C:20]([C:18]2[CH:17]=[N:16][N:15]([C:4]3([CH2:3][C:1]#[N:2])[CH2:7][NH:6][CH2:5]3)[CH:19]=2)=[C:21]2[CH:29]=[CH:28][N:27]([CH2:30][O:31][CH2:32][CH2:33][Si:34]([CH3:36])([CH3:37])[CH3:35])[C:22]2=[N:23][CH:24]=1, predict the reactants needed to synthesize it. The reactants are: [C:1]([CH2:3][C:4]1([N:15]2[CH:19]=[C:18]([C:20]3[C:25]([F:26])=[CH:24][N:23]=[C:22]4[N:27]([CH2:30][O:31][CH2:32][CH2:33][Si:34]([CH3:37])([CH3:36])[CH3:35])[CH:28]=[CH:29][C:21]=34)[CH:17]=[N:16]2)[CH2:7][N:6](C(OC(C)(C)C)=O)[CH2:5]1)#[N:2].Cl.O1CCOCC1. (3) The reactants are: Cl[C:2]1[C:3]2[C:4](=[CH:13][N:14](CC3C=CC(OC)=CC=3)[N:15]=2)[N:5]=[C:6]([C:8]2[S:9][CH:10]=[CH:11][CH:12]=2)[N:7]=1.[CH2:25]1[C:33]2[C:28](=[CH:29][C:30]([NH2:34])=[CH:31][CH:32]=2)[CH2:27][O:26]1.Cl. Given the product [CH2:25]1[C:33]2[C:28](=[CH:29][C:30]([NH:34][C:2]3[C:3]4[NH:15][N:14]=[CH:13][C:4]=4[N:5]=[C:6]([C:8]4[S:9][CH:10]=[CH:11][CH:12]=4)[N:7]=3)=[CH:31][CH:32]=2)[CH2:27][O:26]1, predict the reactants needed to synthesize it. (4) The reactants are: [CH3:1][C:2]1([N:6]2[CH2:11][C:10]3([CH2:16][CH2:15][N:14](C(OC(C)(C)C)=O)[CH2:13][CH2:12]3)[O:9][CH2:8][C:7]2=[O:24])[CH2:5][CH2:4][CH2:3]1.Cl.O1CCOCC1.C(N(CC)CC)C.[Br:39][C:40]1[CH:45]=[CH:44][C:43]([S:46](Cl)(=[O:48])=[O:47])=[CH:42][CH:41]=1. Given the product [Br:39][C:40]1[CH:45]=[CH:44][C:43]([S:46]([N:14]2[CH2:13][CH2:12][C:10]3([O:9][CH2:8][C:7](=[O:24])[N:6]([C:2]4([CH3:1])[CH2:3][CH2:4][CH2:5]4)[CH2:11]3)[CH2:16][CH2:15]2)(=[O:48])=[O:47])=[CH:42][CH:41]=1, predict the reactants needed to synthesize it. (5) Given the product [CH3:19][NH:1][CH2:2][C:3]1[CH:17]=[C:16]([Cl:18])[CH:15]=[CH:14][C:4]=1[CH2:5][NH:6][C:7](=[O:13])[O:8][C:9]([CH3:12])([CH3:11])[CH3:10], predict the reactants needed to synthesize it. The reactants are: [NH2:1][CH2:2][C:3]1[CH:17]=[C:16]([Cl:18])[CH:15]=[CH:14][C:4]=1[CH2:5][NH:6][C:7](=[O:13])[O:8][C:9]([CH3:12])([CH3:11])[CH3:10].[CH3:19][Si]([N-][Si](C)(C)C)(C)C.[Na+].COS(OC)(=O)=O. (6) Given the product [CH3:18][O:19][CH2:20][O:1][C:2]1[CH:9]=[CH:8][C:5]([CH:6]=[O:7])=[CH:4][C:3]=1[O:10][CH3:11], predict the reactants needed to synthesize it. The reactants are: [OH:1][C:2]1[CH:9]=[CH:8][C:5]([CH:6]=[O:7])=[CH:4][C:3]=1[O:10][CH3:11].C(=O)([O-])[O-].[K+].[K+].[CH3:18][O:19][CH2:20]Cl. (7) The reactants are: [Cl:1][C:2]1[CH:7]=[CH:6][C:5]([C:8]2[N:12]([CH:13]([CH:16]3[CH2:21][CH2:20][CH2:19][CH2:18][CH2:17]3)[CH2:14][OH:15])[C:11]3[CH:22]=[C:23]([F:27])[C:24]([F:26])=[CH:25][C:10]=3[N:9]=2)=[CH:4][CH:3]=1.[CH3:28][O:29][C:30](=[O:40])[CH2:31][O:32][C:33]1[CH:38]=[CH:37][C:36](O)=[CH:35][CH:34]=1.C(P(CCCC)CCCC)CCC.CN(C(/N=N/C(N(C)C)=O)=O)C. Given the product [CH3:28][O:29][C:30](=[O:40])[CH2:31][O:32][C:33]1[CH:38]=[CH:37][C:36]([O:15][CH2:14][CH:13]([N:12]2[C:11]3[CH:22]=[C:23]([F:27])[C:24]([F:26])=[CH:25][C:10]=3[N:9]=[C:8]2[C:5]2[CH:6]=[CH:7][C:2]([Cl:1])=[CH:3][CH:4]=2)[CH:16]2[CH2:17][CH2:18][CH2:19][CH2:20][CH2:21]2)=[CH:35][CH:34]=1, predict the reactants needed to synthesize it. (8) Given the product [N:5]1[C:4]2[NH:8][CH:9]=[CH:10][C:3]=2[C:2]([NH:20][C:18]2[CH:19]=[C:14]3[CH:13]=[N:12][NH:11][C:15]3=[N:16][CH:17]=2)=[N:7][CH:6]=1, predict the reactants needed to synthesize it. The reactants are: Cl[C:2]1[C:3]2[CH:10]=[CH:9][NH:8][C:4]=2[N:5]=[CH:6][N:7]=1.[NH:11]1[C:15]2=[N:16][CH:17]=[C:18]([NH2:20])[CH:19]=[C:14]2[CH:13]=[N:12]1.Cl. (9) Given the product [CH3:1][N:2]1[CH2:6][CH2:5][CH2:4][C@H:3]1[C:7]1[CH:8]=[C:9]([CH2:13][CH2:14][C:15]#[N:16])[CH:10]=[N:11][CH:12]=1, predict the reactants needed to synthesize it. The reactants are: [CH3:1][N:2]1[CH2:6][CH2:5][CH2:4][C@H:3]1[C:7]1[CH:8]=[C:9]([CH:13]=[CH:14][C:15]#[N:16])[CH:10]=[N:11][CH:12]=1.